This data is from Catalyst prediction with 721,799 reactions and 888 catalyst types from USPTO. The task is: Predict which catalyst facilitates the given reaction. (1) Reactant: [OH:1][C:2]1[C:3](=[O:9])[CH:4]=[CH:5][CH:6]=[CH:7][CH:8]=1.[N+:10]([C:13]1[CH:18]=[C:17]([N+:19]([O-:21])=[O:20])[CH:16]=[CH:15][C:14]=1[S:22](Cl)(=[O:24])=[O:23])([O-:12])=[O:11]. Product: [N+:10]([C:13]1[CH:18]=[C:17]([N+:19]([O-:21])=[O:20])[CH:16]=[CH:15][C:14]=1[S:22]([O:9][C:3]1[C:2](=[O:1])[CH:8]=[CH:7][CH:6]=[CH:5][CH:4]=1)(=[O:24])=[O:23])([O-:12])=[O:11]. The catalyst class is: 17. (2) Reactant: C([Li])CCC.Br[C:7]1[CH:12]=[CH:11][CH:10]=[C:9]([Br:13])[CH:8]=1.[CH:14](=[O:21])[C:15]1[CH:20]=[CH:19][CH:18]=[CH:17][CH:16]=1. Product: [Br:13][C:9]1[CH:8]=[C:7]([CH:14]([C:15]2[CH:20]=[CH:19][CH:18]=[CH:17][CH:16]=2)[OH:21])[CH:12]=[CH:11][CH:10]=1. The catalyst class is: 27. (3) Reactant: [CH3:1][C:2]1([CH3:10])O[C:7](=O)[CH2:6][C:4](=[O:5])[O:3]1.[C:11](O)(C)(C)C.C1(C)C=CC=CC=1.[OH:23][C:24]1[CH:25]=[C:26]([CH:29]=[CH:30][C:31]=1[OH:32])C=O. Product: [C:2]([O:3][C:4](=[O:5])/[CH:6]=[CH:7]/[C:26]1[CH:29]=[CH:30][C:31]([OH:32])=[C:24]([OH:23])[CH:25]=1)([CH3:10])([CH3:1])[CH3:11]. The catalyst class is: 17. (4) Reactant: [CH2:1]([OH:8])[C:2]1[CH:7]=[CH:6][CH:5]=[CH:4][CH:3]=1.Cl[S:10]([N:13]=[C:14]=[O:15])(=[O:12])=[O:11].[C:16]([C:18]1[CH:19]=[CH:20][C:21]([NH:38][C@@H:39]2[CH2:43][CH2:42][NH:41][CH2:40]2)=[C:22]([CH:37]=1)[C:23]([NH:25][CH2:26][C:27]1[CH:32]=[CH:31][C:30]([O:33][CH3:34])=[C:29]([O:35][CH3:36])[CH:28]=1)=[O:24])#[N:17].C(N(CC)CC)C. Product: [CH2:1]([O:8][C:14]([NH:13][S:10]([C:22]1([CH:37]=[C:18]([C:16]#[N:17])[CH:19]=[CH:20][CH:21]1[NH:38][CH:39]1[CH2:43][CH2:42][NH:41][CH2:40]1)[C:23]([NH:25][CH2:26][C:27]1[CH:32]=[CH:31][C:30]([O:33][CH3:34])=[C:29]([O:35][CH3:36])[CH:28]=1)=[O:24])(=[O:12])=[O:11])=[O:15])[C:2]1[CH:7]=[CH:6][CH:5]=[CH:4][CH:3]=1. The catalyst class is: 26. (5) Reactant: Cl[CH2:2][CH2:3][C:4]1([C:20]([O:22]C)=O)[CH2:9][CH2:8][N:7]([C:10]([O:12][CH2:13][C:14]2[CH:19]=[CH:18][CH:17]=[CH:16][CH:15]=2)=[O:11])[CH2:6][CH2:5]1.[CH:24]1([NH2:30])[CH2:29][CH2:28][CH2:27][CH2:26][CH2:25]1.[I-].[Na+].C(=O)([O-])[O-].[K+].[K+]. Product: [CH:24]1([N:30]2[CH2:2][CH2:3][C:4]3([CH2:5][CH2:6][N:7]([C:10]([O:12][CH2:13][C:14]4[CH:15]=[CH:16][CH:17]=[CH:18][CH:19]=4)=[O:11])[CH2:8][CH2:9]3)[C:20]2=[O:22])[CH2:29][CH2:28][CH2:27][CH2:26][CH2:25]1. The catalyst class is: 163. (6) Reactant: [CH3:1][O:2][C:3](=[O:17])[C:4]1[CH:9]=[CH:8][C:7]([O:10][CH2:11][CH2:12][CH2:13][Cl:14])=[C:6]([O:15][CH3:16])[CH:5]=1.C(OC(=O)C)(=O)C.[N+:25]([O-])([OH:27])=[O:26]. Product: [CH3:1][O:2][C:3](=[O:17])[C:4]1[CH:5]=[C:6]([O:15][CH3:16])[C:7]([O:10][CH2:11][CH2:12][CH2:13][Cl:14])=[CH:8][C:9]=1[N+:25]([O-:27])=[O:26]. The catalyst class is: 342.